This data is from NCI-60 drug combinations with 297,098 pairs across 59 cell lines. The task is: Regression. Given two drug SMILES strings and cell line genomic features, predict the synergy score measuring deviation from expected non-interaction effect. (1) Drug 1: CC1=C(C(=CC=C1)Cl)NC(=O)C2=CN=C(S2)NC3=CC(=NC(=N3)C)N4CCN(CC4)CCO. Drug 2: C1CN1C2=NC(=NC(=N2)N3CC3)N4CC4. Cell line: K-562. Synergy scores: CSS=64.1, Synergy_ZIP=-2.08, Synergy_Bliss=-5.22, Synergy_Loewe=-5.69, Synergy_HSA=-4.21. (2) Drug 1: C1=C(C(=O)NC(=O)N1)F. Drug 2: CC1=C2C(C(=O)C3(C(CC4C(C3C(C(C2(C)C)(CC1OC(=O)C(C(C5=CC=CC=C5)NC(=O)OC(C)(C)C)O)O)OC(=O)C6=CC=CC=C6)(CO4)OC(=O)C)O)C)O. Cell line: HCT116. Synergy scores: CSS=45.3, Synergy_ZIP=-3.31, Synergy_Bliss=-5.75, Synergy_Loewe=-7.01, Synergy_HSA=-2.23. (3) Drug 1: CC1=C(C=C(C=C1)NC2=NC=CC(=N2)N(C)C3=CC4=NN(C(=C4C=C3)C)C)S(=O)(=O)N.Cl. Drug 2: C1=NC2=C(N1)C(=S)N=CN2. Cell line: TK-10. Synergy scores: CSS=-5.79, Synergy_ZIP=-12.2, Synergy_Bliss=-31.6, Synergy_Loewe=-68.3, Synergy_HSA=-31.8.